Task: Predict the product of the given reaction.. Dataset: Forward reaction prediction with 1.9M reactions from USPTO patents (1976-2016) (1) Given the reactants [O:1]1[C:6]2[CH:7]=[CH:8][C:9]([S:11][C:12]3[CH:17]=[CH:16][C:15]([C:18]4[CH:23]=[CH:22][N:21]=[CH:20][CH:19]=4)=[CH:14][C:13]=3[C:24]([F:27])([F:26])[F:25])=[CH:10][C:5]=2[O:4][CH2:3][CH2:2]1.[OH:28][CH:29]1[CH2:33][CH2:32][NH:31][CH2:30]1.O[C@@H]1CCNC1, predict the reaction product. The product is: [O:1]1[C:6]2[CH:7]=[CH:8][C:9]([S:11][C:12]3[CH:17]=[CH:16][C:15]([C:18]4[CH:19]=[CH:20][N:21]=[C:22]([N:31]5[CH2:32][CH2:33][CH:29]([OH:28])[CH2:30]5)[CH:23]=4)=[CH:14][C:13]=3[C:24]([F:25])([F:26])[F:27])=[CH:10][C:5]=2[O:4][CH2:3][CH2:2]1. (2) The product is: [Cl:1][C:2]1[CH:16]=[C:15]([Cl:17])[C:5]2[N:6]=[N:7][N:8]([CH2:11][C:12]([NH:26][C@H:24]([C:21]3[CH:22]=[CH:23][C:18]([CH3:27])=[CH:19][CH:20]=3)[CH3:25])=[O:14])[C:9](=[O:10])[C:4]=2[CH:3]=1. Given the reactants [Cl:1][C:2]1[CH:16]=[C:15]([Cl:17])[C:5]2[N:6]=[N:7][N:8]([CH2:11][C:12]([OH:14])=O)[C:9](=[O:10])[C:4]=2[CH:3]=1.[C:18]1([CH3:27])[CH:23]=[CH:22][C:21]([C@@H:24]([NH2:26])[CH3:25])=[CH:20][CH:19]=1, predict the reaction product. (3) Given the reactants Br[C:2]1[CH:3]=[N:4][C:5]([C:8]2[CH:9]=[CH:10][C:11]([O:16][CH:17]([CH3:19])[CH3:18])=[C:12]([CH:15]=2)[C:13]#[N:14])=[N:6][CH:7]=1.[CH2:20]([C:22]1[C:29](B2OC(C)(C)C(C)(C)O2)=[CH:28][CH:27]=[CH:26][C:23]=1[CH:24]=[O:25])[CH3:21].P([O-])([O-])([O-])=O.[K+].[K+].[K+], predict the reaction product. The product is: [CH2:20]([C:22]1[C:23]([CH:24]=[O:25])=[CH:26][CH:27]=[CH:28][C:29]=1[C:2]1[CH:3]=[N:4][C:5]([C:8]2[CH:9]=[CH:10][C:11]([O:16][CH:17]([CH3:19])[CH3:18])=[C:12]([CH:15]=2)[C:13]#[N:14])=[N:6][CH:7]=1)[CH3:21]. (4) Given the reactants [CH:4]1([C:7]([OH:9])=[O:8])CC[CH:4]([C:7]([OH:9])=[O:8])CC1.C[CH:14](N)[CH2:15][O:16][CH2:17][CH:18]([O:20]CC(OCC(N)C)C)[CH3:19].C[C:31]1([CH3:41])[C:37](NC)([CH3:38])[CH:35]2[CH2:36][CH:32]1[CH2:33]C2.[PH2](O)=O, predict the reaction product. The product is: [C:17]([O:16][CH2:15][CH3:14])(=[O:8])[CH:18]([CH3:19])[OH:20].[C:7]([O:9][CH2:38][CH:37]([CH2:31][CH3:41])[CH2:35][CH2:36][CH2:32][CH3:33])(=[O:8])[CH3:4]. (5) Given the reactants [C:1]([N:4]1[CH2:9][CH2:8][CH:7]([CH2:10][C:11]([NH:13][C:14]2[CH:19]=[N:18][C:17](Br)=[CH:16][N:15]=2)=[O:12])[CH2:6][CH2:5]1)(=[O:3])[CH3:2].[F:21][C:22]1[C:27]([F:28])=[CH:26][C:25]([F:29])=[CH:24][C:23]=1B(O)O, predict the reaction product. The product is: [C:1]([N:4]1[CH2:9][CH2:8][CH:7]([CH2:10][C:11]([NH:13][C:14]2[CH:19]=[N:18][C:17]([C:23]3[CH:24]=[C:25]([F:29])[CH:26]=[C:27]([F:28])[C:22]=3[F:21])=[CH:16][N:15]=2)=[O:12])[CH2:6][CH2:5]1)(=[O:3])[CH3:2]. (6) Given the reactants [C:1]([O:5][C:6]([NH:8][CH2:9][C@H:10]1[CH2:15][CH2:14][C@H:13]([NH:16]C(OCC2C=CC=CC=2)=O)[CH2:12][CH2:11]1)=[O:7])([CH3:4])([CH3:3])[CH3:2], predict the reaction product. The product is: [NH2:16][C@H:13]1[CH2:14][CH2:15][C@H:10]([CH2:9][NH:8][C:6]([O:5][C:1]([CH3:4])([CH3:3])[CH3:2])=[O:7])[CH2:11][CH2:12]1. (7) Given the reactants [CH2:1]([N:8]1[CH2:14][CH:13]2[NH:15][CH:10]([CH2:11][CH2:12]2)[CH2:9]1)[C:2]1[CH:7]=[CH:6][CH:5]=[CH:4][CH:3]=1.[O:16]1[CH2:18][CH:17]1[CH2:19][O:20][C:21]1[CH:28]=[CH:27][C:24]([C:25]#[N:26])=[CH:23][CH:22]=1.C(Cl)Cl, predict the reaction product. The product is: [CH2:1]([N:8]1[CH2:14][CH:13]2[N:15]([CH2:18][CH:17]([OH:16])[CH2:19][O:20][C:21]3[CH:28]=[CH:27][C:24]([C:25]#[N:26])=[CH:23][CH:22]=3)[CH:10]([CH2:11][CH2:12]2)[CH2:9]1)[C:2]1[CH:3]=[CH:4][CH:5]=[CH:6][CH:7]=1.